This data is from Forward reaction prediction with 1.9M reactions from USPTO patents (1976-2016). The task is: Predict the product of the given reaction. (1) The product is: [O:16]=[C:13]1[N:2]([C@@H:3]([C:5]2[CH:6]=[C:7]([CH:10]=[CH:11][CH:12]=2)[C:8]#[N:9])[CH3:4])[C:19](=[O:29])[CH2:18][O:17]1. Given the reactants Cl.[NH2:2][C@@H:3]([C:5]1[CH:6]=[C:7]([CH:10]=[CH:11][CH:12]=1)[C:8]#[N:9])[CH3:4].[C:13]([O:17][CH2:18][CH3:19])(=[O:16])CO.C[O-].[Na+].C1N=CN(C(N2C=NC=C2)=[O:29])C=1, predict the reaction product. (2) Given the reactants [OH:1][CH2:2][CH2:3][N:4]1[C:8]2[CH:9]=[CH:10][CH:11]=[CH:12][C:7]=2[N:6]=[C:5]1[C:13]([N:15]([CH2:37][CH:38]([CH3:40])[CH3:39])[C@H:16]1[CH2:21][C@@H:20]([C:22]([N:24]2[CH2:29][CH2:28][O:27][CH2:26][CH2:25]2)=[O:23])[CH2:19][N:18]([C:30]([O:32][C:33]([CH3:36])([CH3:35])[CH3:34])=[O:31])[CH2:17]1)=[O:14].C(N(CC)CC)C.[CH3:48][S:49](Cl)(=[O:51])=[O:50], predict the reaction product. The product is: [CH3:39][CH:38]([CH3:40])[CH2:37][N:15]([C:13]([C:5]1[N:4]([CH2:3][CH2:2][O:1][S:49]([CH3:48])(=[O:51])=[O:50])[C:8]2[CH:9]=[CH:10][CH:11]=[CH:12][C:7]=2[N:6]=1)=[O:14])[C@H:16]1[CH2:21][C@@H:20]([C:22]([N:24]2[CH2:29][CH2:28][O:27][CH2:26][CH2:25]2)=[O:23])[CH2:19][N:18]([C:30]([O:32][C:33]([CH3:34])([CH3:35])[CH3:36])=[O:31])[CH2:17]1. (3) Given the reactants [CH2:1]([NH:5][CH2:6][C:7]1[S:8][C:9]([C:12]2[CH:17]=[CH:16][CH:15]=[C:14]([S:18]([CH3:21])(=[O:20])=[O:19])[CH:13]=2)=[CH:10][CH:11]=1)[CH:2]([CH3:4])[CH3:3].[F:22][C:23]1[CH:24]=[CH:25][C:26]([CH3:33])=[C:27]([S:29](Cl)(=[O:31])=[O:30])[CH:28]=1.C(N(CC)C(C)C)(C)C, predict the reaction product. The product is: [F:22][C:23]1[CH:24]=[CH:25][C:26]([CH3:33])=[C:27]([S:29]([N:5]([CH2:1][CH:2]([CH3:4])[CH3:3])[CH2:6][C:7]2[S:8][C:9]([C:12]3[CH:17]=[CH:16][CH:15]=[C:14]([S:18]([CH3:21])(=[O:20])=[O:19])[CH:13]=3)=[CH:10][CH:11]=2)(=[O:31])=[O:30])[CH:28]=1. (4) Given the reactants [CH3:1][C:2]1([C:5](=O)[CH2:6][C:7]#[N:8])[CH2:4][CH2:3]1.Cl.[CH3:11][NH:12][NH2:13], predict the reaction product. The product is: [CH3:11][N:12]1[C:5]([C:2]2([CH3:1])[CH2:4][CH2:3]2)=[CH:6][C:7]([NH2:8])=[N:13]1.